Predict the product of the given reaction. From a dataset of Forward reaction prediction with 1.9M reactions from USPTO patents (1976-2016). (1) Given the reactants [CH3:1][CH2:2][CH2:3][C:4](=O)[CH2:5][CH2:6][C:7](=O)[CH2:8][CH2:9][CH3:10].[OH-].[K+].[CH2:15]([NH2:22])[C:16]1[CH:21]=[CH:20][CH:19]=[CH:18][CH:17]=1.C([BH3-])#N.[Na+].Cl, predict the reaction product. The product is: [CH2:15]([N:22]1[CH:4]([CH2:3][CH2:2][CH3:1])[CH2:5][CH2:6][CH:7]1[CH2:8][CH2:9][CH3:10])[C:16]1[CH:21]=[CH:20][CH:19]=[CH:18][CH:17]=1. (2) Given the reactants [NH2:1][C:2]1[S:3][CH:4]=[C:5](/[C:7](=[N:57]/[O:58][C:59]2([C:62]([OH:64])=[O:63])[CH2:61][CH2:60]2)/[C:8]([NH:10][C@@H:11]2[C:14](=[O:15])[N:13]([S:16]([OH:19])(=[O:18])=[O:17])[C@@H:12]2[CH2:20][N:21]2[N:25]=[C:24]([CH2:26][NH:27]/[C:28](=[N:48]/C(OC(C)(C)C)=O)/[N:29](C(OC(C)(C)C)=O)[CH2:30][CH2:31][CH2:32][NH:33]C(=O)OC(C)(C)C)[C:23]([CH3:56])=[N:22]2)=[O:9])[N:6]=1.C1(OC)C=CC=CC=1.C(O)(C(F)(F)F)=O, predict the reaction product. The product is: [NH2:33][CH2:32][CH2:31][CH2:30][NH:29][C:28](=[NH:48])[NH:27][CH2:26][C:24]1[C:23]([CH3:56])=[N:22][N:21]([CH2:20][C@@H:12]2[C@H:11]([NH:10][C:8](=[O:9])/[C:7](=[N:57]\[O:58][C:59]3([C:62]([OH:64])=[O:63])[CH2:61][CH2:60]3)/[C:5]3[N:6]=[C:2]([NH2:1])[S:3][CH:4]=3)[C:14](=[O:15])[N:13]2[S:16]([OH:19])(=[O:18])=[O:17])[N:25]=1. (3) Given the reactants [CH:1]([N:4]1[CH2:9][CH2:8][CH:7]([O:10][C:11]2[CH:19]=[CH:18][C:17]3[N:16]4[CH2:20][C@H:21]([CH3:25])[NH:22][C:23](=[O:24])[C:15]4=[CH:14][C:13]=3[CH:12]=2)[CH2:6][CH2:5]1)([CH3:3])[CH3:2].[CH3:26][O:27][CH2:28][CH2:29]Br.[H-].[Na+], predict the reaction product. The product is: [CH:1]([N:4]1[CH2:9][CH2:8][CH:7]([O:10][C:11]2[CH:19]=[CH:18][C:17]3[N:16]4[CH2:20][C@H:21]([CH3:25])[N:22]([CH2:29][CH2:28][O:27][CH3:26])[C:23](=[O:24])[C:15]4=[CH:14][C:13]=3[CH:12]=2)[CH2:6][CH2:5]1)([CH3:3])[CH3:2]. (4) Given the reactants [CH3:1][C:2]1[CH:3]=[C:4]([CH:18]=[C:19]([CH3:21])[CH:20]=1)[O:5][C:6]1[CH:14]=[C:13]([N+:15]([O-:17])=[O:16])[CH:12]=[CH:11][C:7]=1C(O)=O.P([N:38]=[N+]=[N-])(=O)(OC1C=CC=CC=1)OC1C=CC=CC=1.C(N(CC)CC)C.[ClH:48], predict the reaction product. The product is: [ClH:48].[CH3:1][C:2]1[CH:3]=[C:4]([CH:18]=[C:19]([CH3:21])[CH:20]=1)[O:5][C:6]1[CH:14]=[C:13]([N+:15]([O-:17])=[O:16])[CH:12]=[CH:11][C:7]=1[NH2:38]. (5) The product is: [NH2:18][C:9]1[C:8]2[N:7]=[C:6]([CH2:19][CH2:20][CH2:21][O:22][C:23]3[CH:28]=[CH:27][CH:26]=[CH:25][CH:24]=3)[N:5]([CH2:4][CH2:3][CH2:2][NH:1][C:34](=[O:35])[C:33]3[CH:37]=[CH:38][C:30]([Br:29])=[CH:31][CH:32]=3)[C:17]=2[C:16]2[CH:15]=[CH:14][CH:13]=[CH:12][C:11]=2[N:10]=1. Given the reactants [NH2:1][CH2:2][CH2:3][CH2:4][N:5]1[C:17]2[C:16]3[CH:15]=[CH:14][CH:13]=[CH:12][C:11]=3[N:10]=[C:9]([NH2:18])[C:8]=2[N:7]=[C:6]1[CH2:19][CH2:20][CH2:21][O:22][C:23]1[CH:28]=[CH:27][CH:26]=[CH:25][CH:24]=1.[Br:29][C:30]1[CH:38]=[CH:37][C:33]([C:34](Cl)=[O:35])=[CH:32][CH:31]=1, predict the reaction product. (6) Given the reactants [CH3:1][C:2]1[C:7]([Br:8])=[CH:6][CH:5]=[CH:4][C:3]=1[N:9]1[C:13](=[O:14])[NH:12][N:11]=[N:10]1.[C:15](=O)([O-])[O-].[K+].[K+].S(OC)(OC)(=O)=O.C(=O)(O)[O-].[Na+], predict the reaction product. The product is: [CH3:1][C:2]1[C:7]([Br:8])=[CH:6][CH:5]=[CH:4][C:3]=1[N:9]1[C:13](=[O:14])[N:12]([CH3:15])[N:11]=[N:10]1. (7) Given the reactants [CH2:1]([O:8][C:9]1[C:18]([O:19][CH3:20])=[CH:17][CH:16]=[C:15]2[C:10]=1[CH2:11][CH2:12][N:13]1[CH2:24][CH:23]([C:25]3[CH:26]=[C:27]([CH3:31])[CH:28]=[CH:29][CH:30]=3)[C:22](=[N:32]O)[CH2:21][CH:14]12)[C:2]1[CH:7]=[CH:6][CH:5]=[CH:4][CH:3]=1.C1COCC1.[NH4+].[OH-], predict the reaction product. The product is: [CH2:1]([O:8][C:9]1[C:18]([O:19][CH3:20])=[CH:17][CH:16]=[C:15]2[C:10]=1[CH2:11][CH2:12][N:13]1[CH2:24][CH:23]([C:25]3[CH:26]=[C:27]([CH3:31])[CH:28]=[CH:29][CH:30]=3)[CH:22]([NH2:32])[CH2:21][CH:14]12)[C:2]1[CH:7]=[CH:6][CH:5]=[CH:4][CH:3]=1. (8) Given the reactants [Cl:1][C:2]1[C:7]([F:8])=[CH:6][CH:5]=[C:4]([Cl:9])[C:3]=1[C@@H:10]([O:12][C:13]1[C:14]([NH2:19])=[N:15][CH:16]=[CH:17][CH:18]=1)[CH3:11].C1C(=O)N([Br:27])C(=O)C1.OS([O-])=O.[Na+], predict the reaction product. The product is: [Br:27][C:17]1[CH:18]=[C:13]([O:12][C@H:10]([C:3]2[C:4]([Cl:9])=[CH:5][CH:6]=[C:7]([F:8])[C:2]=2[Cl:1])[CH3:11])[C:14]([NH2:19])=[N:15][CH:16]=1.